From a dataset of Peptide-MHC class I binding affinity with 185,985 pairs from IEDB/IMGT. Regression. Given a peptide amino acid sequence and an MHC pseudo amino acid sequence, predict their binding affinity value. This is MHC class I binding data. The binding affinity (normalized) is 0.853. The MHC is HLA-A02:17 with pseudo-sequence HLA-A02:17. The peptide sequence is LLMRTTWAL.